From a dataset of Peptide-MHC class II binding affinity with 134,281 pairs from IEDB. Regression. Given a peptide amino acid sequence and an MHC pseudo amino acid sequence, predict their binding affinity value. This is MHC class II binding data. The peptide sequence is KAFAEGLSGEPKGGA. The MHC is HLA-DPA10103-DPB10201 with pseudo-sequence HLA-DPA10103-DPB10201. The binding affinity (normalized) is 0.